Task: Binary Classification. Given a T-cell receptor sequence (or CDR3 region) and an epitope sequence, predict whether binding occurs between them.. Dataset: TCR-epitope binding with 47,182 pairs between 192 epitopes and 23,139 TCRs (1) The epitope is GTSGSPIVNR. The TCR CDR3 sequence is CASSVGQGEYEQYF. Result: 1 (the TCR binds to the epitope). (2) The epitope is KLPDDFTGCV. The TCR CDR3 sequence is CASSYTDTTGELFF. Result: 1 (the TCR binds to the epitope). (3) The epitope is KTWGQYWQV. The TCR CDR3 sequence is CASSLVAGMVTQYF. Result: 0 (the TCR does not bind to the epitope). (4) The epitope is RLRAEAQVK. The TCR CDR3 sequence is CASSLGGASYEQYF. Result: 0 (the TCR does not bind to the epitope). (5) Result: 1 (the TCR binds to the epitope). The TCR CDR3 sequence is CASSPTLAETQYF. The epitope is FLPRVFSAV. (6) The epitope is NLVPMVATV. The TCR CDR3 sequence is CASSEQGSSEAFF. Result: 0 (the TCR does not bind to the epitope). (7) The epitope is FVRATATIPI. The TCR CDR3 sequence is CASSLVPKGLAGPNEQFF. Result: 1 (the TCR binds to the epitope).